From a dataset of Full USPTO retrosynthesis dataset with 1.9M reactions from patents (1976-2016). Predict the reactants needed to synthesize the given product. Given the product [C:4]1(/[C:10](=[N:17]/[O:18][CH2:19][C:20]2[CH:25]=[CH:24][C:23]([O:26][CH2:27][C:28]3[N:29]=[C:30]([C:33]4[CH:34]=[CH:35][CH:36]=[CH:37][CH:38]=4)[S:31][CH:32]=3)=[CH:22][CH:21]=2)/[CH2:11][CH2:12][C:13]([OH:15])=[O:14])[CH:9]=[CH:8][CH:7]=[CH:6][CH:5]=1, predict the reactants needed to synthesize it. The reactants are: O.[OH-].[Li+].[C:4]1(/[C:10](=[N:17]/[O:18][CH2:19][C:20]2[CH:25]=[CH:24][C:23]([O:26][CH2:27][C:28]3[N:29]=[C:30]([C:33]4[CH:38]=[CH:37][CH:36]=[CH:35][CH:34]=4)[S:31][CH:32]=3)=[CH:22][CH:21]=2)/[CH2:11][CH2:12][C:13]([O:15]C)=[O:14])[CH:9]=[CH:8][CH:7]=[CH:6][CH:5]=1.O.Cl.